Dataset: Forward reaction prediction with 1.9M reactions from USPTO patents (1976-2016). Task: Predict the product of the given reaction. (1) Given the reactants [OH:1][CH2:2][CH:3]1[CH2:8][CH2:7][O:6][CH2:5][CH2:4]1.[Cl:9][C:10]1[CH:15]=[C:14](F)[CH:13]=[CH:12][C:11]=1[S:17]([N:20]([C:25]1[C:30]([CH3:31])=[CH:29][C:28]([CH3:32])=[CH:27][N:26]=1)[CH2:21][CH:22]([CH3:24])[CH3:23])(=[O:19])=[O:18].[H-].[Na+], predict the reaction product. The product is: [Cl:9][C:10]1[CH:15]=[C:14]([O:1][CH2:2][CH:3]2[CH2:8][CH2:7][O:6][CH2:5][CH2:4]2)[CH:13]=[CH:12][C:11]=1[S:17]([N:20]([C:25]1[C:30]([CH3:31])=[CH:29][C:28]([CH3:32])=[CH:27][N:26]=1)[CH2:21][CH:22]([CH3:23])[CH3:24])(=[O:19])=[O:18]. (2) Given the reactants [N:1]1[CH:6]=[CH:5][CH:4]=[CH:3][C:2]=1[N:7]1[CH2:12][CH2:11][NH:10][CH2:9][CH2:8]1.C=O.[CH3:15][O:16][C:17]1[CH:18]=[C:19]([CH:23]=[C:24]([O:26][CH3:27])[CH:25]=1)[C:20]([NH2:22])=[O:21].[C:28](=O)([O-])[O-].[K+].[K+], predict the reaction product. The product is: [CH3:27][O:26][C:24]1[CH:23]=[C:19]([CH:18]=[C:17]([O:16][CH3:15])[CH:25]=1)[C:20]([NH:22][CH2:28][N:10]1[CH2:9][CH2:8][N:7]([C:2]2[CH:3]=[CH:4][CH:5]=[CH:6][N:1]=2)[CH2:12][CH2:11]1)=[O:21]. (3) Given the reactants [NH2:1][C:2]1[CH:3]=[C:4]([CH:9]=[CH:10][C:11]=1[OH:12])[C:5]([O:7][CH3:8])=[O:6].C(N(CC)CC)C.C[C:21]1[CH:26]=[CH:25]C(S(O)(=O)=O)=[CH:23][CH:22]=1.N1[CH:25]=[CH:26][CH:21]=[CH:22][CH:23]=1.C(Cl)(=O)CCC=C, predict the reaction product. The product is: [CH2:26]([C:25]1[O:12][C:11]2[CH:10]=[CH:9][C:4]([C:5]([O:7][CH3:8])=[O:6])=[CH:3][C:2]=2[N:1]=1)[CH2:21][CH:22]=[CH2:23]. (4) Given the reactants I[C:2]1[CH:3]=[N:4][C:5]([C:8]2[CH:9]=[C:10]([CH:27]=[CH:28][CH:29]=2)[CH2:11][C:12]2[N:16]3[N:17]=[C:18]([C:21]4[CH:22]=[N:23][N:24]([CH3:26])[CH:25]=4)[CH:19]=[CH:20][C:15]3=[N:14][N:13]=2)=[N:6][CH:7]=1.P([O-])([O-])([O-])=O.[K+].[K+].[K+].[CH3:38][N:39]1[CH2:44][CH2:43][NH:42][CH2:41][CH2:40]1.C1(P(C2CCCCC2)C2C=CC=CC=2C2C(OC)=CC=CC=2OC)CCCCC1, predict the reaction product. The product is: [CH3:38][N:39]1[CH2:44][CH2:43][N:42]([C:2]2[CH:3]=[N:4][C:5]([C:8]3[CH:9]=[C:10]([CH:27]=[CH:28][CH:29]=3)[CH2:11][C:12]3[N:16]4[N:17]=[C:18]([C:21]5[CH:22]=[N:23][N:24]([CH3:26])[CH:25]=5)[CH:19]=[CH:20][C:15]4=[N:14][N:13]=3)=[N:6][CH:7]=2)[CH2:41][CH2:40]1. (5) Given the reactants [C:1]([O:5][C:6]([NH:8][CH2:9][CH:10]([CH3:19])[CH2:11][NH:12][C@@H:13]([C:15]([O:17][CH3:18])=[O:16])[CH3:14])=[O:7])([CH3:4])([CH3:3])[CH3:2].[C:20](ON1C(=O)CCC1=O)([O:22][CH2:23][C:24]1[CH:29]=[CH:28][CH:27]=[CH:26][CH:25]=1)=[O:21], predict the reaction product. The product is: [CH2:23]([O:22][C:20]([N:12]([CH2:11][CH:10]([CH3:19])[CH2:9][NH:8][C:6]([O:5][C:1]([CH3:4])([CH3:2])[CH3:3])=[O:7])[C@@H:13]([C:15]([O:17][CH3:18])=[O:16])[CH3:14])=[O:21])[C:24]1[CH:29]=[CH:28][CH:27]=[CH:26][CH:25]=1. (6) Given the reactants Cl[CH2:2][CH2:3][CH2:4][O:5][C:6]1[CH:15]=[C:14]2[C:9]([C:10]([NH:16][C:17]3[CH:21]=[C:20]([CH2:22][C:23]([NH:25][C:26]4[CH:31]=[C:30]([F:32])[CH:29]=[C:28]([F:33])[CH:27]=4)=[O:24])[NH:19][N:18]=3)=[N:11][CH:12]=[N:13]2)=[CH:8][C:7]=1[O:34][CH3:35].[I-].[K+].[CH2:38]([NH:42][CH2:43][CH2:44][OH:45])[CH:39]([CH3:41])[CH3:40], predict the reaction product. The product is: [F:33][C:28]1[CH:27]=[C:26]([NH:25][C:23](=[O:24])[CH2:22][C:20]2[NH:19][N:18]=[C:17]([NH:16][C:10]3[C:9]4[C:14](=[CH:15][C:6]([O:5][CH2:4][CH2:3][CH2:2][N:42]([CH2:43][CH2:44][OH:45])[CH2:38][CH:39]([CH3:41])[CH3:40])=[C:7]([O:34][CH3:35])[CH:8]=4)[N:13]=[CH:12][N:11]=3)[CH:21]=2)[CH:31]=[C:30]([F:32])[CH:29]=1. (7) Given the reactants C1(P(C2CCCCC2)C2C=CC=CC=2C2C(OC)=CC=CC=2OC)CCCCC1.C[O:31][C:32](=[O:83])[C@@H:33]([O:78][C:79]([CH3:82])([CH3:81])[CH3:80])[C:34]1[C:63]([CH3:64])=[C:62]([C:65]2C=CN=C[CH:66]=2)[C:61]2=[N:71][C:58]3=[CH:59][N:60]2[C:35]=1[N:36]1[CH2:76][CH2:75][C:39]([CH3:77])([O:40][CH2:41][CH2:42][CH2:43][CH2:44][C@H:45]([CH3:74])[O:46][C:47]2[CH:48]=[CH:49][C:50]([F:73])=[CH:51][C:52]=2[C:53]2[CH:72]=[C:57]3[CH:56]=[CH:55][CH:54]=2)[CH2:38][CH2:37]1.CN1CC(=O)OB(C2C=CN=CC=2)OC(=O)C1.BrC1C2=NC3=CN2C(N2CCC(C)(OCCCC[C@H](C)OC4C=CC(F)=CC=4C4C=C3C=CC=4)CC2)=C([C@H](OC(C)(C)C)C(OC)=O)C=1C.N#N.[O-]P([O-])([O-])=O.[K+].[K+].[K+], predict the reaction product. The product is: [C:79]([O:78][C@@H:33]([C:34]1[C:63]([CH3:64])=[C:62]([CH:65]=[CH2:66])[C:61]2=[N:71][C:58]3=[CH:59][N:60]2[C:35]=1[N:36]1[CH2:37][CH2:38][C:39]([CH3:77])([O:40][CH2:41][CH2:42][CH2:43][CH2:44][C@H:45]([CH3:74])[O:46][C:47]2[CH:48]=[CH:49][C:50]([F:73])=[CH:51][C:52]=2[C:53]2[CH:72]=[C:57]3[CH:56]=[CH:55][CH:54]=2)[CH2:75][CH2:76]1)[C:32]([OH:83])=[O:31])([CH3:80])([CH3:81])[CH3:82]. (8) Given the reactants [Cl:1][C:2]1[CH:3]=[C:4]([NH:16][C:17]2[C:27]3[CH:26]=[C:25]([C:28](O)=[O:29])[CH2:24][CH2:23][NH:22][C:21]=3[N:20]=[CH:19][N:18]=2)[CH:5]=[CH:6][C:7]=1[O:8][C:9]1[CH:14]=[CH:13][CH:12]=[C:11]([Cl:15])[CH:10]=1.[NH2:31][CH2:32][CH2:33][O:34][CH2:35][CH2:36][OH:37].Cl.C(N=C=NCCCN(C)C)C.O.ON1C2C=CC=CC=2N=N1, predict the reaction product. The product is: [Cl:1][C:2]1[CH:3]=[C:4]([NH:16][C:17]2[C:27]3[CH:26]=[C:25]([C:28]([NH:31][CH2:32][CH2:33][O:34][CH2:35][CH2:36][OH:37])=[O:29])[CH2:24][CH2:23][NH:22][C:21]=3[N:20]=[CH:19][N:18]=2)[CH:5]=[CH:6][C:7]=1[O:8][C:9]1[CH:14]=[CH:13][CH:12]=[C:11]([Cl:15])[CH:10]=1. (9) Given the reactants [NH2:1][CH:2]([C:7]1[CH:12]=[CH:11][CH:10]=[C:9]([N+:13]([O-:15])=[O:14])[CH:8]=1)[CH2:3][C:4]([OH:6])=[O:5].S(Cl)(Cl)=O.[CH3:20]O, predict the reaction product. The product is: [CH3:20][O:5][C:4](=[O:6])[CH2:3][CH:2]([NH2:1])[C:7]1[CH:12]=[CH:11][CH:10]=[C:9]([N+:13]([O-:15])=[O:14])[CH:8]=1.